Task: Predict which catalyst facilitates the given reaction.. Dataset: Catalyst prediction with 721,799 reactions and 888 catalyst types from USPTO Reactant: [CH:1]1([O:6][C:7]2[N:15]=[C:14]3[C:10]([N:11]=[CH:12][N:13]3[C@@H:16]3[O:22][C@H:21]([CH3:23])[C@@H:19]([OH:20])[C@H:17]3[OH:18])=[C:9]([NH2:24])[N:8]=2)[CH2:5][CH2:4][CH2:3][CH2:2]1.C(OC(C([Cl:34])=O)(C)C)(=O)C. Product: [Cl:34][C@H:19]1[C@@H:21]([CH3:23])[O:22][C@@H:16]([N:13]2[CH:12]=[N:11][C:10]3[C:14]2=[N:15][C:7]([O:6][CH:1]2[CH2:5][CH2:4][CH2:3][CH2:2]2)=[N:8][C:9]=3[NH2:24])[C@@H:17]1[OH:18].[Cl:34][C@H:17]1[C@H:19]([OH:20])[C@@H:21]([CH3:23])[O:22][C@H:16]1[N:13]1[CH:12]=[N:11][C:10]2[C:14]1=[N:15][C:7]([O:6][CH:1]1[CH2:5][CH2:4][CH2:3][CH2:2]1)=[N:8][C:9]=2[NH2:24]. The catalyst class is: 47.